This data is from Forward reaction prediction with 1.9M reactions from USPTO patents (1976-2016). The task is: Predict the product of the given reaction. (1) Given the reactants Cl[C:2]1[N:7]=[CH:6][N:5]=[C:4]([CH2:8][N:9]2[C:17](=[O:18])[C:16]3[C:11](=[CH:12][CH:13]=[CH:14][CH:15]=3)[C:10]2=[O:19])[CH:3]=1.O1CCOCC1.C(=O)([O-])[O-].[K+].[K+].[F:32][C:33]([F:44])([F:43])[C:34]1[N:39]=[CH:38][C:37](B(O)O)=[CH:36][N:35]=1, predict the reaction product. The product is: [F:32][C:33]([F:44])([F:43])[C:34]1[N:39]=[CH:38][C:37]([C:2]2[N:7]=[CH:6][N:5]=[C:4]([CH2:8][N:9]3[C:17](=[O:18])[C:16]4[C:11](=[CH:12][CH:13]=[CH:14][CH:15]=4)[C:10]3=[O:19])[CH:3]=2)=[CH:36][N:35]=1. (2) The product is: [CH2:23]([O:22][C:7]1[CH:8]=[CH:9][C:10]2[C:11]3[N:12]([CH2:13][C:14]([NH:17][S:18]([CH3:21])(=[O:19])=[O:20])([CH3:16])[CH3:15])[C:38]([CH2:37][O:39][CH2:40][CH3:41])=[N:1][C:2]=3[CH:3]=[N:4][C:5]=2[CH:6]=1)[C:24]1[CH:25]=[CH:26][CH:27]=[CH:28][CH:29]=1. Given the reactants [NH2:1][C:2]1[CH:3]=[N:4][C:5]2[C:10]([C:11]=1[NH:12][CH2:13][C:14]([NH:17][S:18]([CH3:21])(=[O:20])=[O:19])([CH3:16])[CH3:15])=[CH:9][CH:8]=[C:7]([O:22][CH2:23][C:24]1[CH:29]=[CH:28][CH:27]=[CH:26][CH:25]=1)[CH:6]=2.C(N(CC)CC)C.[CH2:37]([O:39][CH2:40][C:41](Cl)=O)[CH3:38], predict the reaction product. (3) Given the reactants Cl.[N+:2]([C:5]1[CH:12]=[CH:11][C:8]([CH2:9][NH2:10])=[CH:7][CH:6]=1)([O-:4])=[O:3].[CH3:13][C:14]([O:17][C:18](O[C:18]([O:17][C:14]([CH3:16])([CH3:15])[CH3:13])=[O:19])=[O:19])([CH3:16])[CH3:15], predict the reaction product. The product is: [N+:2]([C:5]1[CH:6]=[CH:7][C:8]([CH2:9][NH:10][C:18](=[O:19])[O:17][C:14]([CH3:16])([CH3:15])[CH3:13])=[CH:11][CH:12]=1)([O-:4])=[O:3]. (4) Given the reactants CS([O:5][CH2:6][C@H:7]1[CH2:11][CH2:10][CH2:9][N:8]1[C:12]([O:14][C:15]([CH3:18])([CH3:17])[CH3:16])=[O:13])(=O)=O.O[C:20]1[C:21]([C:26]#[N:27])=[N:22][CH:23]=[CH:24][CH:25]=1.C(=O)([O-])[O-].[K+].[K+].O, predict the reaction product. The product is: [C:26]([C:21]1[C:20]([O:5][CH2:6][C@H:7]2[CH2:11][CH2:10][CH2:9][N:8]2[C:12]([O:14][C:15]([CH3:18])([CH3:17])[CH3:16])=[O:13])=[CH:25][CH:24]=[CH:23][N:22]=1)#[N:27].